Predict which catalyst facilitates the given reaction. From a dataset of Catalyst prediction with 721,799 reactions and 888 catalyst types from USPTO. The catalyst class is: 3. Product: [Br:8][C:9]1[CH:17]=[C:16]([C:18]([N:5]2[CH2:6][CH2:7][N:2]([CH3:1])[CH2:3][CH2:4]2)=[O:20])[CH:15]=[C:14]2[C:10]=1[CH:11]=[CH:12][NH:13]2. Reactant: [CH3:1][N:2]1[CH2:7][CH2:6][NH:5][CH2:4][CH2:3]1.[Br:8][C:9]1[CH:17]=[C:16]([C:18]([OH:20])=O)[CH:15]=[C:14]2[C:10]=1[CH:11]=[CH:12][NH:13]2.C(N(CC)CC)C.CN(C(ON1N=NC2C=CC=CC1=2)=[N+](C)C)C.F[P-](F)(F)(F)(F)F.